Dataset: Peptide-MHC class I binding affinity with 185,985 pairs from IEDB/IMGT. Task: Regression. Given a peptide amino acid sequence and an MHC pseudo amino acid sequence, predict their binding affinity value. This is MHC class I binding data. (1) The peptide sequence is NQESNKYRI. The binding affinity (normalized) is 0.126. The MHC is HLA-A02:02 with pseudo-sequence HLA-A02:02. (2) The peptide sequence is KLQDLTLRC. The MHC is HLA-A03:01 with pseudo-sequence HLA-A03:01. The binding affinity (normalized) is 0.0847. (3) The peptide sequence is KPYKEVTEDL. The MHC is Mamu-B08 with pseudo-sequence Mamu-B08. The binding affinity (normalized) is 0. (4) The peptide sequence is SASKSASVY. The MHC is HLA-A30:02 with pseudo-sequence HLA-A30:02. The binding affinity (normalized) is 0.450. (5) The peptide sequence is IDFYLCFLAF. The MHC is HLA-B44:02 with pseudo-sequence HLA-B44:02. The binding affinity (normalized) is 0.577. (6) The peptide sequence is REVLNVRYM. The MHC is HLA-A02:06 with pseudo-sequence HLA-A02:06. The binding affinity (normalized) is 0.538.